Dataset: Reaction yield outcomes from USPTO patents with 853,638 reactions. Task: Predict the reaction yield, written as a fraction of the theoretical maximum amount of product (1.0 means a 100% yield; for example, 0.34 means a 34% yield). (1) The reactants are [CH3:1][O:2][C:3]1[CH:8]=[CH:7][C:6]([C:9]2[CH:14]=[CH:13][CH:12]=[C:11]([O:15][C:16]3[CH:29]=[CH:28][C:19]([CH:20]=[C:21]4[S:25][C:24](=[O:26])[NH:23][C:22]4=[O:27])=[CH:18][CH:17]=3)[CH:10]=2)=[CH:5][CH:4]=1.C([O-])=O.[NH4+]. The catalyst is C(O)(=O)C.[Pd]. The product is [CH3:1][O:2][C:3]1[CH:4]=[CH:5][C:6]([C:9]2[CH:14]=[CH:13][CH:12]=[C:11]([O:15][C:16]3[CH:29]=[CH:28][C:19]([CH2:20][CH:21]4[S:25][C:24](=[O:26])[NH:23][C:22]4=[O:27])=[CH:18][CH:17]=3)[CH:10]=2)=[CH:7][CH:8]=1. The yield is 0.380. (2) The reactants are [CH3:1][O:2]CCOC.[O:7]1[C:11]2[CH:12]=[C:13]([S:16]([CH:19]([C:30]3[C:35]([F:36])=[CH:34][CH:33]=[C:32]([F:37])[C:31]=3[F:38])[C:20]3[C:21]([CH3:29])=[CH:22][C:23]([C:26]([NH2:28])=[O:27])=[N:24][CH:25]=3)(=[O:18])=[O:17])[CH:14]=[CH:15][C:10]=2[CH:9]=[CH:8]1.C=O.[OH-].[Na+]. The catalyst is O. The product is [O:7]1[C:11]2[CH:12]=[C:13]([S:16]([CH:19]([C:30]3[C:35]([F:36])=[CH:34][CH:33]=[C:32]([F:37])[C:31]=3[F:38])[C:20]3[C:21]([CH3:29])=[CH:22][C:23]([C:26]([NH:28][CH2:1][OH:2])=[O:27])=[N:24][CH:25]=3)(=[O:18])=[O:17])[CH:14]=[CH:15][C:10]=2[CH:9]=[CH:8]1. The yield is 0.600.